From a dataset of Forward reaction prediction with 1.9M reactions from USPTO patents (1976-2016). Predict the product of the given reaction. (1) The product is: [CH3:11][CH:9]1[O:8][C:7]([CH3:13])([CH3:12])[C:6]2[CH:14]=[C:2]([C:16]3[CH:17]=[C:18]([C:21]#[N:22])[O:19][CH:20]=3)[CH:3]=[CH:4][C:5]=2[NH:10]1. Given the reactants Br[C:2]1[CH:3]=[CH:4][C:5]2[NH:10][CH:9]([CH3:11])[O:8][C:7]([CH3:13])([CH3:12])[C:6]=2[CH:14]=1.Br[C:16]1[CH:17]=[C:18]([C:21]#[N:22])[O:19][CH:20]=1, predict the reaction product. (2) Given the reactants [O:1]1[CH2:3][CH:2]1[C:4]([OH:6])=O.O1CCCC1.C(Cl)(=O)C(Cl)=O.Cl.[NH2:19][C:20]1[N:21]=[C:22]2[CH:27]=[CH:26][C:25]([O:28][C:29]3[CH:30]=[CH:31][C:32]([CH3:45])=[C:33]([NH:35][C:36]([C:38]4[N:42]([CH3:43])[N:41]=[C:40]([CH3:44])[CH:39]=4)=[O:37])[CH:34]=3)=[N:24][N:23]2[CH:46]=1, predict the reaction product. The product is: [CH3:43][N:42]1[C:38]([C:36]([NH:35][C:33]2[CH:34]=[C:29]([O:28][C:25]3[CH:26]=[CH:27][C:22]4[N:23]([CH:46]=[C:20]([NH:19][C:4]([CH:2]5[CH2:3][O:1]5)=[O:6])[N:21]=4)[N:24]=3)[CH:30]=[CH:31][C:32]=2[CH3:45])=[O:37])=[CH:39][C:40]([CH3:44])=[N:41]1. (3) Given the reactants C[CH:2]1[CH2:11][C:10]2[C:9]([CH3:13])([CH3:12])[CH:8]([CH3:14])[CH:7]([CH3:15])[C:6]([CH3:17])([CH3:16])[C:5]=2[C:4](=[O:18])[CH2:3]1.CC1(C)C(C)C(C)C(C)(C)C2CC(=O)CCC1=2, predict the reaction product. The product is: [CH3:13][C:9]1([CH3:12])[CH:8]([CH3:14])[CH:7]([CH3:15])[C:6]([CH3:17])([CH3:16])[C:5]2[C:4](=[O:18])[CH2:3][CH2:2][CH2:11][C:10]1=2. (4) Given the reactants [O:1]=[C:2]1[CH:7]=[C:6]([C:8]([O:10]C)=[O:9])[CH:5]=[CH:4][N:3]1[CH2:12][CH2:13][CH2:14][CH2:15][N:16]1[CH:20]=[C:19]([C:21](=[O:35])[NH:22][CH2:23][C:24]2[CH:29]=[CH:28][CH:27]=[C:26]([O:30][C:31]([F:34])([F:33])[F:32])[CH:25]=2)[N:18]=[N:17]1.CO.O.O.[OH-].[Li+], predict the reaction product. The product is: [O:1]=[C:2]1[CH:7]=[C:6]([C:8]([OH:10])=[O:9])[CH:5]=[CH:4][N:3]1[CH2:12][CH2:13][CH2:14][CH2:15][N:16]1[CH:20]=[C:19]([C:21](=[O:35])[NH:22][CH2:23][C:24]2[CH:29]=[CH:28][CH:27]=[C:26]([O:30][C:31]([F:32])([F:33])[F:34])[CH:25]=2)[N:18]=[N:17]1. (5) The product is: [NH2:41][CH:4]([CH3:5])[CH2:3][CH:2]([C:7]1[CH:8]=[CH:9][C:10]([NH:13][C:14](=[O:31])[CH:15]([NH:19][C:20](=[O:30])[CH2:21][C:22]2[CH:27]=[C:26]([F:28])[CH:25]=[C:24]([F:29])[CH:23]=2)[CH2:16][CH2:17][CH3:18])=[N:11][CH:12]=1)[CH3:1]. Given the reactants [CH3:1][CH:2]([C:7]1[CH:8]=[CH:9][C:10]([NH:13][C:14](=[O:31])[CH:15]([NH:19][C:20](=[O:30])[CH2:21][C:22]2[CH:27]=[C:26]([F:28])[CH:25]=[C:24]([F:29])[CH:23]=2)[CH2:16][CH2:17][CH3:18])=[N:11][CH:12]=1)[CH2:3][C:4](=O)[CH3:5].CO.C([O-])(=O)C.[Na+].[BH3-]C#[N:41].[Na+], predict the reaction product. (6) The product is: [CH2:29]([O:36][C:37](=[O:41])[C@@H:38]([NH:40][C:19](=[O:20])[C:18]1[CH:17]=[CH:16][C:15]([S:12](=[O:13])(=[O:14])[NH:11][C:6]2[CH:7]=[CH:8][CH:9]=[CH:10][C:5]=2[O:4][C:3]2[CH:24]=[CH:25][C:26]([Cl:28])=[CH:27][C:2]=2[Cl:1])=[CH:23][CH:22]=1)[CH3:39])[C:30]1[CH:35]=[CH:34][CH:33]=[CH:32][CH:31]=1. Given the reactants [Cl:1][C:2]1[CH:27]=[C:26]([Cl:28])[CH:25]=[CH:24][C:3]=1[O:4][C:5]1[CH:10]=[CH:9][CH:8]=[CH:7][C:6]=1[NH:11][S:12]([C:15]1[CH:23]=[CH:22][C:18]([C:19](O)=[O:20])=[CH:17][CH:16]=1)(=[O:14])=[O:13].[CH2:29]([O:36][C:37](=[O:41])[C@@H:38]([NH2:40])[CH3:39])[C:30]1[CH:35]=[CH:34][CH:33]=[CH:32][CH:31]=1, predict the reaction product. (7) Given the reactants [CH2:1]([O:4][C:5]1[S:6][CH:7]=[C:8]([CH2:10]O)[N:9]=1)[C:2]#[CH:3].S(Cl)([Cl:14])=O, predict the reaction product. The product is: [Cl:14][CH2:10][C:8]1[N:9]=[C:5]([O:4][CH2:1][C:2]#[CH:3])[S:6][CH:7]=1. (8) Given the reactants [Cl:1][C:2]1[C:7]2[CH2:8][CH2:9][NH:10][C:6]=2[CH:5]=[CH:4][N:3]=1, predict the reaction product. The product is: [Cl:1][C:2]1[C:7]2[CH:8]=[CH:9][NH:10][C:6]=2[CH:5]=[CH:4][N:3]=1. (9) Given the reactants [C:1]1([CH2:7][S:8](Cl)(=[O:10])=[O:9])[CH:6]=[CH:5][CH:4]=[CH:3][CH:2]=1.[Br:12][C:13]1[CH:18]=[CH:17][C:16]([C@H:19]([NH2:21])[CH3:20])=[CH:15][CH:14]=1.O.Cl, predict the reaction product. The product is: [Br:12][C:13]1[CH:18]=[CH:17][C:16]([C@H:19]([NH:21][S:8]([CH2:7][C:1]2[CH:6]=[CH:5][CH:4]=[CH:3][CH:2]=2)(=[O:10])=[O:9])[CH3:20])=[CH:15][CH:14]=1. (10) Given the reactants [Cl:1][C:2]1[N:7]=[C:6]([NH2:8])[C:5]([N+:9]([O-:11])=[O:10])=[CH:4][CH:3]=1.[I:12]I, predict the reaction product. The product is: [Cl:1][C:2]1[N:7]=[C:6]([NH2:8])[C:5]([N+:9]([O-:11])=[O:10])=[CH:4][C:3]=1[I:12].